From a dataset of Forward reaction prediction with 1.9M reactions from USPTO patents (1976-2016). Predict the product of the given reaction. (1) Given the reactants [CH3:1][N:2]1[C:10]2[C:5](=[CH:6][CH:7]=[C:8]([C:11]([O:13]C)=[O:12])[CH:9]=2)[CH:4]=[CH:3]1.[OH-].[Na+], predict the reaction product. The product is: [CH3:1][N:2]1[C:10]2[C:5](=[CH:6][CH:7]=[C:8]([C:11]([OH:13])=[O:12])[CH:9]=2)[CH:4]=[CH:3]1. (2) Given the reactants [CH2:1]([O:3][C:4]([N:6]1[CH2:11][CH2:10][C:9]([CH2:20][CH2:21][NH2:22])([NH:12]C(OC(C)(C)C)=O)[CH2:8][CH2:7]1)=[O:5])[CH3:2].[ClH:23].C(OCC)C, predict the reaction product. The product is: [ClH:23].[CH2:1]([O:3][C:4]([N:6]1[CH2:11][CH2:10][C:9]([NH2:12])([CH2:20][CH2:21][NH2:22])[CH2:8][CH2:7]1)=[O:5])[CH3:2]. (3) The product is: [ClH:37].[NH2:10][C:7]1[S:8][CH2:9][C@@H:4]2[CH2:3][C@@H:2]([OH:1])[CH2:19][C@:5]2([C:20]2[CH:21]=[C:22]([C:26]3[CH:31]=[CH:30][CH:29]=[C:28]([O:32][CH3:33])[CH:27]=3)[CH:23]=[CH:24][CH:25]=2)[N:6]=1. Given the reactants [OH:1][C@H:2]1[CH2:19][C@:5]2([C:20]3[CH:21]=[C:22]([C:26]4[CH:31]=[CH:30][CH:29]=[C:28]([O:32][CH3:33])[CH:27]=4)[CH:23]=[CH:24][CH:25]=3)[N:6]=[C:7]([NH:10]C(=O)C3C=CC=CC=3)[S:8][CH2:9][C@@H:4]2[CH2:3]1.CO[NH3+].[Cl-:37].N1C=CC=CC=1, predict the reaction product. (4) Given the reactants [C:1]12([C:11]3[CH:12]=[C:13](B(O)O)[CH:14]=[CH:15][C:16]=3[O:17][CH2:18][C:19]3[CH:24]=[CH:23][CH:22]=[CH:21][CH:20]=3)[CH2:10][CH:5]3[CH2:6][CH:7]([CH2:9][CH:3]([CH2:4]3)[CH2:2]1)[CH2:8]2.Cl[C:29]1[N:34]=[CH:33][C:32](/[CH:35]=[CH:36]/[C:37]([O:39][CH2:40][CH3:41])=[O:38])=[CH:31][N:30]=1.C([O-])([O-])=O.[Na+].[Na+], predict the reaction product. The product is: [C:1]12([C:11]3[CH:12]=[C:13]([C:29]4[N:30]=[CH:31][C:32](/[CH:35]=[CH:36]/[C:37]([O:39][CH2:40][CH3:41])=[O:38])=[CH:33][N:34]=4)[CH:14]=[CH:15][C:16]=3[O:17][CH2:18][C:19]3[CH:24]=[CH:23][CH:22]=[CH:21][CH:20]=3)[CH2:10][CH:5]3[CH2:6][CH:7]([CH2:9][CH:3]([CH2:4]3)[CH2:2]1)[CH2:8]2. (5) Given the reactants [CH3:1][NH:2][CH3:3].[Cl:4][C:5]1[C:6]([C:15]([NH:17][CH:18]([C:25]2[CH:30]=[CH:29][CH:28]=[C:27]([CH:31]=O)[CH:26]=2)[C:19]2([OH:24])[CH2:23][CH2:22][CH2:21][CH2:20]2)=[O:16])=[N:7][CH:8]=[CH:9][C:10]=1[C:11]([F:14])([F:13])[F:12].Cl.CNC.C(O[BH-](OC(=O)C)OC(=O)C)(=O)C.[Na+], predict the reaction product. The product is: [Cl:4][C:5]1[C:6]([C:15]([NH:17][CH:18]([C:25]2[CH:30]=[CH:29][CH:28]=[C:27]([CH2:31][N:2]([CH3:3])[CH3:1])[CH:26]=2)[C:19]2([OH:24])[CH2:20][CH2:21][CH2:22][CH2:23]2)=[O:16])=[N:7][CH:8]=[CH:9][C:10]=1[C:11]([F:13])([F:12])[F:14]. (6) Given the reactants C[O:2][C:3]([C:5]1[N:13]([CH2:14][C:15]2[CH:19]=[C:18]([C:20]3[S:21][C:22]([Cl:25])=[CH:23][CH:24]=3)[O:17][N:16]=2)[C:8]2=[N:9][CH:10]=[CH:11][CH:12]=[C:7]2[N:6]=1)=[O:4].[Li+].[OH-].Cl, predict the reaction product. The product is: [Cl:25][C:22]1[S:21][C:20]([C:18]2[O:17][N:16]=[C:15]([CH2:14][N:13]3[C:8]4=[N:9][CH:10]=[CH:11][CH:12]=[C:7]4[N:6]=[C:5]3[C:3]([OH:4])=[O:2])[CH:19]=2)=[CH:24][CH:23]=1. (7) Given the reactants [C:1]([OH:7])([C:3]([F:6])([F:5])[F:4])=[O:2].[C:8]([C:10]1[N:11]([C:46]2[CH:51]=[CH:50][CH:49]=[CH:48][C:47]=2[C:52]#[N:53])[C:12]2[C:17]([C:18]=1[CH2:19][N:20]1[C:26](=[O:27])[C@@H:25]([NH:28][C:29](=[O:41])[C@@H:30]([N:32](C)[C:33](=O)OC(C)(C)C)[CH3:31])[CH2:24][O:23][C:22]3[CH:42]=[CH:43][CH:44]=[CH:45][C:21]1=3)=[CH:16][CH:15]=[CH:14][CH:13]=2)#[N:9].CC#N.O, predict the reaction product. The product is: [F:4][C:3]([F:6])([F:5])[C:1]([OH:7])=[O:2].[C:8]([C:10]1[N:11]([C:46]2[CH:51]=[CH:50][CH:49]=[CH:48][C:47]=2[C:52]#[N:53])[C:12]2[C:17]([C:18]=1[CH2:19][N:20]1[C:26](=[O:27])[C@@H:25]([NH:28][C:29](=[O:41])[C@@H:30]([NH:32][CH3:33])[CH3:31])[CH2:24][O:23][C:22]3[CH:42]=[CH:43][CH:44]=[CH:45][C:21]1=3)=[CH:16][CH:15]=[CH:14][CH:13]=2)#[N:9].